From a dataset of Serine/threonine kinase 33 screen with 319,792 compounds. Binary Classification. Given a drug SMILES string, predict its activity (active/inactive) in a high-throughput screening assay against a specified biological target. (1) The compound is S(=O)(=O)(N(CC(=O)Nc1ccc(cc1)C(=O)N)c1ccc(OC)cc1)c1cc([N+]([O-])=O)c(cc1)C. The result is 0 (inactive). (2) The drug is OC1(CC(=O)CC(C)C)c2c(NC1=O)cccc2. The result is 0 (inactive). (3) The drug is O=C(NCCc1ccc(OC)cc1)C(CC)CC. The result is 0 (inactive). (4) The molecule is o1c(c(cc1C)C(OCC(=O)c1c(OC)ccc(OC)c1)=O)C. The result is 0 (inactive). (5) The molecule is S(=O)(=O)(NCC(N1CCN(CC1)c1c(OC)cccc1)c1cccnc1)c1ccccc1. The result is 0 (inactive).